From a dataset of Full USPTO retrosynthesis dataset with 1.9M reactions from patents (1976-2016). Predict the reactants needed to synthesize the given product. (1) Given the product [ClH:41].[NH:31]1[C:32]2[C:37](=[CH:36][CH:35]=[CH:34][CH:33]=2)[C:29]([CH2:28][CH2:27][S:26][C:12]2[N:11]([CH2:10][CH2:9][CH2:8][NH2:7])[C:15]([C:16]3[CH:25]=[CH:24][C:23]4[C:18](=[CH:19][CH:20]=[CH:21][CH:22]=4)[CH:17]=3)=[N:14][N:13]=2)=[CH:30]1, predict the reactants needed to synthesize it. The reactants are: C(OC(=O)[NH:7][CH2:8][CH2:9][CH2:10][N:11]1[C:15]([C:16]2[CH:25]=[CH:24][C:23]3[C:18](=[CH:19][CH:20]=[CH:21][CH:22]=3)[CH:17]=2)=[N:14][N:13]=[C:12]1[S:26][CH2:27][CH2:28][C:29]1[C:37]2[C:32](=[CH:33][CH:34]=[CH:35][CH:36]=2)[NH:31][CH:30]=1)(C)(C)C.CO.[ClH:41]. (2) Given the product [CH2:16]([O:15][C:11](=[O:14])[CH:12]=[CH:13][C:2]1[CH:7]=[CH:6][C:5]([N+:8]([O-:10])=[O:9])=[CH:4][CH:3]=1)[CH2:17][CH2:18][CH3:19], predict the reactants needed to synthesize it. The reactants are: Br[C:2]1[CH:7]=[CH:6][C:5]([N+:8]([O-:10])=[O:9])=[CH:4][CH:3]=1.[C:11]([O:15][CH2:16][CH2:17][CH2:18][CH3:19])(=[O:14])[CH:12]=[CH2:13].